This data is from NCI-60 drug combinations with 297,098 pairs across 59 cell lines. The task is: Regression. Given two drug SMILES strings and cell line genomic features, predict the synergy score measuring deviation from expected non-interaction effect. Drug 1: C1=CC(=CC=C1C#N)C(C2=CC=C(C=C2)C#N)N3C=NC=N3. Drug 2: CC1=C2C(C(=O)C3(C(CC4C(C3C(C(C2(C)C)(CC1OC(=O)C(C(C5=CC=CC=C5)NC(=O)C6=CC=CC=C6)O)O)OC(=O)C7=CC=CC=C7)(CO4)OC(=O)C)O)C)OC(=O)C. Cell line: MCF7. Synergy scores: CSS=1.48, Synergy_ZIP=-4.65, Synergy_Bliss=-10.4, Synergy_Loewe=-27.3, Synergy_HSA=-14.0.